The task is: Predict which catalyst facilitates the given reaction.. This data is from Catalyst prediction with 721,799 reactions and 888 catalyst types from USPTO. (1) Reactant: [O:1]1CCO[CH:2]1[C:6]1[CH:7]=[C:8]([CH:21]=[C:22]([CH3:24])[CH:23]=1)[O:9][C:10]1[NH:15][C:14](=[O:16])[NH:13][C:12](=[O:17])[C:11]=1[CH:18]([CH3:20])[CH3:19].CC1C=CC(S([O-])(=O)=O)=CC=1.C1C=C[NH+]=CC=1. Product: [CH:18]([C:11]1[C:12](=[O:17])[NH:13][C:14](=[O:16])[NH:15][C:10]=1[O:9][C:8]1[CH:7]=[C:6]([CH:23]=[C:22]([CH3:24])[CH:21]=1)[CH:2]=[O:1])([CH3:20])[CH3:19]. The catalyst class is: 283. (2) Reactant: Br[C:2]1[CH:3]=[CH:4][C:5]([NH2:9])=[N:6][C:7]=1[F:8].[B:10]1([B:10]2[O:14][C:13]([CH3:16])([CH3:15])[C:12]([CH3:18])([CH3:17])[O:11]2)[O:14][C:13]([CH3:16])([CH3:15])[C:12]([CH3:18])([CH3:17])[O:11]1.C([O-])(=O)C.[K+]. Product: [F:8][C:7]1[N:6]=[C:5]([NH2:9])[CH:4]=[CH:3][C:2]=1[B:10]1[O:14][C:13]([CH3:16])([CH3:15])[C:12]([CH3:18])([CH3:17])[O:11]1. The catalyst class is: 75. (3) Reactant: Br[C:2]1[CH:11]=[CH:10][C:5]([C:6]([O:8][CH3:9])=[O:7])=[C:4]([Cl:12])[CH:3]=1.[CH:13]1(B(O)O)[CH2:15][CH2:14]1.[O-]P([O-])([O-])=O.[K+].[K+].[K+].C1(C)C=CC=CC=1. Product: [Cl:12][C:4]1[CH:3]=[C:2]([CH:13]2[CH2:15][CH2:14]2)[CH:11]=[CH:10][C:5]=1[C:6]([O:8][CH3:9])=[O:7]. The catalyst class is: 103. (4) Reactant: Br[CH2:2][CH2:3][CH2:4][CH2:5][CH2:6][CH2:7][Br:8].[C:9]1(=[O:19])[NH:13][C:12](=[O:14])[C:11]2=[CH:15][CH:16]=[CH:17][CH:18]=[C:10]12.[K]. Product: [Br:8][CH2:7][CH2:6][CH2:5][CH2:4][CH2:3][CH2:2][N:13]1[C:9](=[O:19])[C:10]2[C:11](=[CH:15][CH:16]=[CH:17][CH:18]=2)[C:12]1=[O:14]. The catalyst class is: 21. (5) Reactant: C(OC(=O)[N:7]([CH2:16][CH2:17][CH2:18][CH2:19][C:20]1[N:21]([CH2:25][C@:26]([C:30]2[CH:35]=[CH:34][C:33]([F:36])=[C:32]([O:37][CH2:38][CH:39]3[CH2:41][CH2:40]3)[CH:31]=2)([OH:29])[CH2:27][CH3:28])[N:22]=[N:23][CH:24]=1)[CH:8]1[CH2:13][CH2:12][C:11](=[O:14])[NH:10][C:9]1=[O:15])(C)(C)C.Cl. Product: [CH:39]1([CH2:38][O:37][C:32]2[CH:31]=[C:30]([C@@:26]([OH:29])([CH2:27][CH3:28])[CH2:25][N:21]3[C:20]([CH2:19][CH2:18][CH2:17][CH2:16][NH:7][CH:8]4[CH2:13][CH2:12][C:11](=[O:14])[NH:10][C:9]4=[O:15])=[CH:24][N:23]=[N:22]3)[CH:35]=[CH:34][C:33]=2[F:36])[CH2:40][CH2:41]1. The catalyst class is: 343.